Predict the reaction yield, written as a fraction of the theoretical maximum amount of product (1.0 means a 100% yield; for example, 0.34 means a 34% yield). From a dataset of Reaction yield outcomes from USPTO patents with 853,638 reactions. (1) The reactants are [CH2:1]1[C@@H:5]2[CH:6]3[C:11](=[O:12])[O:10][C:8](=[O:9])[CH:7]3[C@H:2]1[CH:3]=[CH:4]2.C1(C)C=CC=CC=1.COC1C=CC2N=CC=C([C@H](O)[C@@H]3N4C[C@H](C=C)C(CC4)C3)C=2C=1.[CH3:44][OH:45]. The catalyst is C(Cl)(Cl)(Cl)Cl. The product is [CH3:44][O:45][C:11]([C@H:6]1[C@@H:5]2[CH2:1][C@@H:2]([CH:3]=[CH:4]2)[C@H:7]1[C:8]([OH:10])=[O:9])=[O:12]. The yield is 0.940. (2) The reactants are C([O:4][CH2:5][C:6]([N:8]1[CH2:13][CH2:12][CH:11]([NH:14][C:15]([C:17]2[N:29]([CH3:30])[C:28]3[C:27]4[CH:26]=[CH:25][CH:24]=[CH:23][C:22]=4[N:21]([CH2:31][C:32]4[CH:37]=[CH:36][CH:35]=[CH:34][C:33]=4[Cl:38])[C:20](=[O:39])[C:19]=3[C:18]=2[O:40][CH3:41])=[O:16])[CH2:10][CH2:9]1)=[O:7])(=O)C.C(=O)([O-])[O-].[K+].[K+].CO.O. The catalyst is C1COCC1.C(=O)([O-])O.[Na+]. The product is [Cl:38][C:33]1[CH:34]=[CH:35][CH:36]=[CH:37][C:32]=1[CH2:31][N:21]1[C:22]2[CH:23]=[CH:24][CH:25]=[CH:26][C:27]=2[C:28]2[N:29]([CH3:30])[C:17]([C:15]([NH:14][CH:11]3[CH2:10][CH2:9][N:8]([C:6](=[O:7])[CH2:5][OH:4])[CH2:13][CH2:12]3)=[O:16])=[C:18]([O:40][CH3:41])[C:19]=2[C:20]1=[O:39]. The yield is 0.0200.